From a dataset of Forward reaction prediction with 1.9M reactions from USPTO patents (1976-2016). Predict the product of the given reaction. (1) Given the reactants S(Cl)([Cl:3])=O.[NH2:5][C@@H:6]([C:15]([OH:17])=[O:16])[CH2:7][C:8]1[CH:13]=[CH:12][C:11]([OH:14])=[CH:10][CH:9]=1.[CH3:18]O, predict the reaction product. The product is: [ClH:3].[CH3:18][O:16][C:15](=[O:17])[C@@H:6]([CH2:7][C:8]1[CH:9]=[CH:10][C:11]([OH:14])=[CH:12][CH:13]=1)[NH2:5]. (2) Given the reactants [C:1]([C:3]1[CH:4]=[C:5]2[C:9](=[CH:10][CH:11]=1)[NH:8][CH:7]=[CH:6]2)#[N:2].[H-].[Na+].[CH3:14][O:15][C:16]1[CH:21]=[CH:20][C:19]([S:22](Cl)(=[O:24])=[O:23])=[CH:18][C:17]=1[N:26]1[CH2:31][CH2:30][N:29]([C:32](=[O:37])[C:33]([Cl:36])([Cl:35])[Cl:34])[CH2:28][CH2:27]1, predict the reaction product. The product is: [CH3:14][O:15][C:16]1[CH:21]=[CH:20][C:19]([S:22]([N:8]2[C:9]3[C:5](=[CH:4][C:3]([C:1]#[N:2])=[CH:11][CH:10]=3)[CH:6]=[CH:7]2)(=[O:23])=[O:24])=[CH:18][C:17]=1[N:26]1[CH2:31][CH2:30][N:29]([C:32](=[O:37])[C:33]([Cl:36])([Cl:35])[Cl:34])[CH2:28][CH2:27]1. (3) Given the reactants [NH2:1][C:2]1[CH:3]=[C:4]([C:8]2[S:12][C:11]([C:13]3[CH:14]=[C:15]4[C:19](=[CH:20][CH:21]=3)[C:18](=[O:22])[N:17]([CH3:23])[CH2:16]4)=[CH:10][CH:9]=2)[CH:5]=[N:6][CH:7]=1.[CH3:24][O:25][C:26]1[CH:27]=[C:28]([S:32](Cl)(=[O:34])=[O:33])[CH:29]=[CH:30][CH:31]=1, predict the reaction product. The product is: [CH3:24][O:25][C:26]1[CH:27]=[C:28]([S:32]([NH:1][C:2]2[CH:7]=[N:6][CH:5]=[C:4]([C:8]3[S:12][C:11]([C:13]4[CH:14]=[C:15]5[C:19](=[CH:20][CH:21]=4)[C:18](=[O:22])[N:17]([CH3:23])[CH2:16]5)=[CH:10][CH:9]=3)[CH:3]=2)(=[O:34])=[O:33])[CH:29]=[CH:30][CH:31]=1. (4) Given the reactants [CH2:1]([O:8][C:9](=[O:20])[NH:10][C@H:11]1[CH2:15][C:14](=[O:16])[O:13][C@@H:12]1[O:17][CH2:18][CH3:19])[C:2]1[CH:7]=[CH:6][CH:5]=[CH:4][CH:3]=1, predict the reaction product. The product is: [CH2:1]([O:8][C:9](=[O:20])[NH:10][C@H:11]1[CH2:15][C:14](=[O:16])[O:13][C@H:12]1[O:17][CH2:18][CH3:19])[C:2]1[CH:7]=[CH:6][CH:5]=[CH:4][CH:3]=1. (5) Given the reactants [C:1]([C:5]1[CH:28]=[CH:27][C:8]([CH2:9][N:10]2[CH2:15][CH2:14][CH2:13][N:12]([CH2:16][C:17]3[CH:22]=[CH:21][C:20]([N+:23]([O-])=O)=[CH:19][CH:18]=3)[C:11]2=[O:26])=[CH:7][CH:6]=1)([CH3:4])([CH3:3])[CH3:2].[H][H], predict the reaction product. The product is: [NH2:23][C:20]1[CH:19]=[CH:18][C:17]([CH2:16][N:12]2[CH2:13][CH2:14][CH2:15][N:10]([CH2:9][C:8]3[CH:27]=[CH:28][C:5]([C:1]([CH3:4])([CH3:2])[CH3:3])=[CH:6][CH:7]=3)[C:11]2=[O:26])=[CH:22][CH:21]=1.